Predict the product of the given reaction. From a dataset of Forward reaction prediction with 1.9M reactions from USPTO patents (1976-2016). (1) Given the reactants [CH2:1]([N:9]([C:11]1[CH:16]=[CH:15][C:14]([CH3:17])=[CH:13][CH:12]=1)N)[CH2:2][C:3]1[CH:8]=[CH:7][CH:6]=[CH:5][CH:4]=1.[C:18]([O:24][CH2:25][CH3:26])(=[O:23])[CH2:19][C:20]([CH3:22])=O, predict the reaction product. The product is: [CH3:22][C:20]1[N:9]([CH2:1][CH2:2][C:3]2[CH:8]=[CH:7][CH:6]=[CH:5][CH:4]=2)[C:11]2[C:16]([C:19]=1[C:18]([O:24][CH2:25][CH3:26])=[O:23])=[CH:15][C:14]([CH3:17])=[CH:13][CH:12]=2. (2) Given the reactants [Br:1][C:2]1[CH:3]=[C:4]2[C:10]([C:11]([OH:13])=O)=[N:9][NH:8][C:5]2=[N:6][CH:7]=1.[CH3:14][O:15][C:16]1[CH:17]=[C:18]([NH2:23])[C:19]([NH2:22])=[CH:20][CH:21]=1.CN(C(ON1N=NC2C=CC=NC1=2)=[N+](C)C)C.F[P-](F)(F)(F)(F)F.CCN(C(C)C)C(C)C, predict the reaction product. The product is: [NH2:22][C:19]1[CH:20]=[CH:21][C:16]([O:15][CH3:14])=[CH:17][C:18]=1[NH:23][C:11]([C:10]1[C:4]2[C:5](=[N:6][CH:7]=[C:2]([Br:1])[CH:3]=2)[NH:8][N:9]=1)=[O:13].